This data is from Reaction yield outcomes from USPTO patents with 853,638 reactions. The task is: Predict the reaction yield, written as a fraction of the theoretical maximum amount of product (1.0 means a 100% yield; for example, 0.34 means a 34% yield). (1) The reactants are [Cl:1][C:2]1[CH:34]=[CH:33][CH:32]=[C:31]([C:35]([F:38])([F:37])[F:36])[C:3]=1[C:4]([N:6]1[C:14]2[C:9](=[CH:10][CH:11]=[C:12]([C:15]#[C:16][Si](C)(C)C)[CH:13]=2)[C:8]([C:21]2[CH:30]=[CH:29][C:24]([C:25]([O:27][CH3:28])=[O:26])=[CH:23][CH:22]=2)=[N:7]1)=[O:5].CCCC[N+](CCCC)(CCCC)CCCC.[F-]. The catalyst is C1COCC1.O. The product is [Cl:1][C:2]1[CH:34]=[CH:33][CH:32]=[C:31]([C:35]([F:37])([F:36])[F:38])[C:3]=1[C:4]([N:6]1[C:14]2[C:9](=[CH:10][CH:11]=[C:12]([C:15]#[CH:16])[CH:13]=2)[C:8]([C:21]2[CH:30]=[CH:29][C:24]([C:25]([O:27][CH3:28])=[O:26])=[CH:23][CH:22]=2)=[N:7]1)=[O:5]. The yield is 0.920. (2) The reactants are [NH2:1][C@H:2]([C:7]([OH:9])=[O:8])[C:3]([SH:6])([CH3:5])[CH3:4].[OH-].[Na+].[CH3:12]I.Cl[C:15]([O:17][CH3:18])=[O:16]. The catalyst is CO. The product is [CH3:18][O:17][C:15]([NH:1][C@@H:2]([C:3]([CH3:5])([S:6][CH3:12])[CH3:4])[C:7]([OH:9])=[O:8])=[O:16]. The yield is 0.580. (3) The reactants are C[O:2][C:3]1[CH:18]=[CH:17][CH:16]=[CH:15][C:4]=1[O:5][C:6]1[CH:14]=[CH:13][C:9]([C:10]([OH:12])=[O:11])=[CH:8][CH:7]=1. The catalyst is Br.CC(O)=O. The product is [OH:2][C:3]1[CH:18]=[CH:17][CH:16]=[CH:15][C:4]=1[O:5][C:6]1[CH:14]=[CH:13][C:9]([C:10]([OH:12])=[O:11])=[CH:8][CH:7]=1. The yield is 0.460. (4) The reactants are Cl[CH2:2][C@H:3]1[O:8][CH2:7][C@@H:6]2[CH2:9][CH2:10][CH2:11][N:5]2[CH2:4]1.[C:12]([O-:15])(=[O:14])[CH3:13].[K+]. The catalyst is CN(C)C=O. The product is [C:12]([O:15][CH2:2][C@H:3]1[O:8][CH2:7][C@@H:6]2[CH2:9][CH2:10][CH2:11][N:5]2[CH2:4]1)(=[O:14])[CH3:13]. The yield is 0.970. (5) The catalyst is C(#N)C. The yield is 0.540. The reactants are [Cl:1][C:2]1[CH:9]=[C:8]([N:10]2[C:14](=[O:15])[CH:13]=[C:12]([OH:16])[CH:11]2[CH2:17][C:18]2[CH:23]=[CH:22][C:21]([C:24]#[N:25])=[CH:20][CH:19]=2)[CH:7]=[CH:6][C:3]=1[C:4]#[N:5].C(O)(=O)C.[BH4-].[Na+].O. The product is [Cl:1][C:2]1[CH:9]=[C:8]([N:10]2[C:14](=[O:15])[CH2:13][C@H:12]([OH:16])[C@@H:11]2[CH2:17][C:18]2[CH:19]=[CH:20][C:21]([C:24]#[N:25])=[CH:22][CH:23]=2)[CH:7]=[CH:6][C:3]=1[C:4]#[N:5]. (6) The reactants are [CH2:1]([Mg]Br)[CH3:2].[Cl-].[CH:6]([C:9]1[CH:14]=[CH:13][CH:12]=[C:11]([CH:15](C)[CH3:16])C=1[NH+]1CCN(C2[C:9]([CH:6](C)[CH3:7])=[CH:14][CH:13]=[CH:12][C:11]=2[CH:15](C)[CH3:16])C1)(C)[CH3:7].ClC1C=CC=CC=1OC.C(C(C(C([O-])=O)O)O)([O-])=O.[K+].[Na+]. The catalyst is C1COCC1. The product is [CH3:7][CH2:6][CH2:9][CH2:14][CH2:13][CH2:12][CH2:11][CH2:15][CH2:16][CH2:1][CH3:2]. The yield is 0.940. (7) The reactants are Br.[CH2:2]([C:4]1[N:5]=[C:6]([C@@H:9]([NH2:20])[CH2:10][C:11]2[CH:16]=[CH:15][C:14]([N+:17]([O-:19])=[O:18])=[CH:13][CH:12]=2)[S:7][CH:8]=1)[CH3:3].CCN(CC)CC.[CH2:28]([N:35]=[C:36]=[O:37])[C:29]1[CH:34]=[CH:33][CH:32]=[CH:31][CH:30]=1. The catalyst is C(Cl)Cl. The product is [CH2:28]([NH:35][C:36]([NH:20][C@H:9]([C:6]1[S:7][CH:8]=[C:4]([CH2:2][CH3:3])[N:5]=1)[CH2:10][C:11]1[CH:16]=[CH:15][C:14]([N+:17]([O-:19])=[O:18])=[CH:13][CH:12]=1)=[O:37])[C:29]1[CH:34]=[CH:33][CH:32]=[CH:31][CH:30]=1. The yield is 0.960. (8) The reactants are [NH2:1][C:2]1[CH:3]=[C:4]([CH:22]=[CH:23][CH:24]=1)[C:5]([NH:7][CH2:8][CH:9]([OH:21])[CH2:10][N:11]1[CH2:20][CH2:19][C:18]2[C:13](=[CH:14][CH:15]=[CH:16][CH:17]=2)[CH2:12]1)=[O:6].[O:25]1[CH2:30][CH2:29][CH:28]([C:31](=O)[CH3:32])[CH2:27][CH2:26]1.CC(O)=O.[BH3-]C#N.[Na+]. The catalyst is CO. The product is [CH2:12]1[C:13]2[C:18](=[CH:17][CH:16]=[CH:15][CH:14]=2)[CH2:19][CH2:20][N:11]1[CH2:10][CH:9]([OH:21])[CH2:8][NH:7][C:5](=[O:6])[C:4]1[CH:22]=[CH:23][CH:24]=[C:2]([NH:1][CH:31]([CH:28]2[CH2:29][CH2:30][O:25][CH2:26][CH2:27]2)[CH3:32])[CH:3]=1. The yield is 0.0800. (9) The reactants are [NH2:1][C@H:2]1[CH2:7][CH2:6][N:5]([C:8]([O:10][C:11]([CH3:14])([CH3:13])[CH3:12])=[O:9])[CH2:4][C@H:3]1[Cl:15].[Cl:16][C:17]1[N:18]=[C:19]([C:24](O)=[O:25])[NH:20][C:21]=1[CH2:22][CH3:23].O.ON1C2C=CC=CC=2N=N1.CCN=C=NCCCN(C)C.Cl.C(N(CC)CC)C. No catalyst specified. The product is [Cl:15][C@H:3]1[C@@H:2]([NH:1][C:24]([C:19]2[NH:20][C:21]([CH2:22][CH3:23])=[C:17]([Cl:16])[N:18]=2)=[O:25])[CH2:7][CH2:6][N:5]([C:8]([O:10][C:11]([CH3:12])([CH3:14])[CH3:13])=[O:9])[CH2:4]1. The yield is 0.730.